From a dataset of Catalyst prediction with 721,799 reactions and 888 catalyst types from USPTO. Predict which catalyst facilitates the given reaction. (1) Reactant: [F:1][C:2]1[CH:9]=[C:8]([OH:10])[CH:7]=[CH:6][C:3]=1[CH:4]=[O:5].[Br:11]Br. Product: [Br:11][C:7]1[C:8]([OH:10])=[CH:9][C:2]([F:1])=[C:3]([CH:6]=1)[CH:4]=[O:5]. The catalyst class is: 15. (2) Reactant: [CH:1]1([N:4]2[C:8]([C:9]3[CH:14]=[CH:13][CH:12]=[CH:11][CH:10]=3)=[CH:7][N:6]([CH2:15][C:16]([OH:18])=O)[C:5]2=[O:19])[CH2:3][CH2:2]1.[CH:20]1[C:29]2[C:24](=[CH:25][CH:26]=[CH:27][CH:28]=2)[CH:23]=[CH:22][C:21]=1[CH:30]([NH2:32])[CH3:31].CCN=C=NCCCN(C)C.Cl.C1C=CC2N(O)N=NC=2C=1. Product: [CH:1]1([N:4]2[C:8]([C:9]3[CH:10]=[CH:11][CH:12]=[CH:13][CH:14]=3)=[CH:7][N:6]([CH2:15][C:16]([NH:32][CH:30]([C:21]3[CH:22]=[CH:23][C:24]4[C:29](=[CH:28][CH:27]=[CH:26][CH:25]=4)[CH:20]=3)[CH3:31])=[O:18])[C:5]2=[O:19])[CH2:2][CH2:3]1. The catalyst class is: 3. (3) Reactant: [CH2:1]([N:8]1[CH2:13][CH2:12][CH2:11][CH2:10][C:9]1=O)[C:2]1[CH:7]=[CH:6][CH:5]=[CH:4][CH:3]=1.[NH:15]1[CH2:19][CH2:18][CH2:17][CH2:16]1.O. Product: [CH2:1]([N:8]1[CH2:13][CH2:12][C:11]([N:15]2[CH2:19][CH2:18][CH2:17][CH2:16]2)=[CH:10][CH2:9]1)[C:2]1[CH:7]=[CH:6][CH:5]=[CH:4][CH:3]=1. The catalyst class is: 11.